From a dataset of Reaction yield outcomes from USPTO patents with 853,638 reactions. Predict the reaction yield, written as a fraction of the theoretical maximum amount of product (1.0 means a 100% yield; for example, 0.34 means a 34% yield). (1) The reactants are [NH2:1][C:2]1[O:6][N:5]=[C:4]([C:7]2[CH:12]=[CH:11][CH:10]=[CH:9][C:8]=2[O:13][C:14]([F:17])([F:16])[F:15])[C:3]=1[C:18]([OH:20])=O.Cl.C(N=C=NCCCN(C)C)C.OC1C2N=NNC=2C=CC=1.[N:43]1([C:49]2[CH:54]=[CH:53][C:52]([OH:55])=[CH:51][CH:50]=2)[CH2:48][CH2:47][NH:46][CH2:45][CH2:44]1. No catalyst specified. The product is [NH2:1][C:2]1[O:6][N:5]=[C:4]([C:7]2[CH:12]=[CH:11][CH:10]=[CH:9][C:8]=2[O:13][C:14]([F:15])([F:16])[F:17])[C:3]=1[C:18]([N:46]1[CH2:45][CH2:44][N:43]([C:49]2[CH:50]=[CH:51][C:52]([OH:55])=[CH:53][CH:54]=2)[CH2:48][CH2:47]1)=[O:20]. The yield is 0.730. (2) The reactants are Cl.[NH2:2][CH2:3][CH2:4][NH:5][C:6](=[O:27])[CH2:7][CH2:8]/[C:9](/[CH3:26])=[CH:10]/[CH2:11][C:12]1[C:13]([OH:25])=[C:14]2[C:18](=[C:19]([CH3:23])[C:20]=1[O:21][CH3:22])[CH2:17][O:16][C:15]2=[O:24].[C:28](O)(=[O:50])[CH2:29][CH2:30]/[CH:31]=[CH:32]\[CH2:33]/[CH:34]=[CH:35]\[CH2:36]/[CH:37]=[CH:38]\[CH2:39]/[CH:40]=[CH:41]\[CH2:42]/[CH:43]=[CH:44]\[CH2:45]/[CH:46]=[CH:47]\[CH2:48][CH3:49].CN(C(ON1N=NC2C=CC=NC1=2)=[N+](C)C)C.F[P-](F)(F)(F)(F)F.CCN(C(C)C)C(C)C. The catalyst is CC#N.CCOC(C)=O. The product is [OH:25][C:13]1[C:12]([CH2:11]/[CH:10]=[C:9](\[CH3:26])/[CH2:8][CH2:7][C:6]([NH:5][CH2:4][CH2:3][NH:2][C:28](=[O:50])[CH2:29][CH2:30]/[CH:31]=[CH:32]\[CH2:33]/[CH:34]=[CH:35]\[CH2:36]/[CH:37]=[CH:38]\[CH2:39]/[CH:40]=[CH:41]\[CH2:42]/[CH:43]=[CH:44]\[CH2:45]/[CH:46]=[CH:47]\[CH2:48][CH3:49])=[O:27])=[C:20]([O:21][CH3:22])[C:19]([CH3:23])=[C:18]2[C:14]=1[C:15](=[O:24])[O:16][CH2:17]2. The yield is 0.340. (3) The reactants are C[O:2][C:3](=[O:39])[CH2:4][CH2:5][NH:6][C:7](=[O:38])[C:8]1[CH:13]=[CH:12][C:11]([CH2:14][N:15]([C:26]2[CH:31]=[CH:30][C:29]([C:32]3[CH2:37][CH2:36][CH2:35][CH2:34][CH:33]=3)=[CH:28][CH:27]=2)[C:16]([NH:18][C:19]2[CH:24]=[CH:23][CH:22]=[C:21]([Br:25])[CH:20]=2)=[O:17])=[CH:10][CH:9]=1.[OH-].[Li+].Cl. The catalyst is C1COCC1.O. The product is [Br:25][C:21]1[CH:20]=[C:19]([NH:18][C:16](=[O:17])[N:15]([CH2:14][C:11]2[CH:10]=[CH:9][C:8]([C:7]([NH:6][CH2:5][CH2:4][C:3]([OH:39])=[O:2])=[O:38])=[CH:13][CH:12]=2)[C:26]2[CH:27]=[CH:28][C:29]([C:32]3[CH2:37][CH2:36][CH2:35][CH2:34][CH:33]=3)=[CH:30][CH:31]=2)[CH:24]=[CH:23][CH:22]=1. The yield is 0.610. (4) The reactants are [OH:1][C:2]1[C:3]([CH3:11])=[C:4]([CH:8]=[CH:9][CH:10]=1)[C:5]([OH:7])=[O:6].[H-].[Na+].[CH2:14](Br)[C:15]1[CH:20]=[CH:19][CH:18]=[CH:17][CH:16]=1.O. The catalyst is O1CCCC1.CN(C)C=O. The product is [CH2:14]([O:1][C:2]1[C:3]([CH3:11])=[C:4]([CH:8]=[CH:9][CH:10]=1)[C:5]([OH:7])=[O:6])[C:15]1[CH:20]=[CH:19][CH:18]=[CH:17][CH:16]=1. The yield is 0.730. (5) The reactants are [OH:1]/[N:2]=[C:3](/[C:6]1[CH:7]=[N:8][CH:9]=[CH:10][CH:11]=1)\[C:4]#[N:5].[C:12]([O:16][C:17](=[O:27])[NH:18][C:19]1[CH:24]=[CH:23][CH:22]=[C:21]([CH2:25]Cl)[N:20]=1)([CH3:15])([CH3:14])[CH3:13].[I-].[K+].C(=O)([O-])[O-].[Cs+].[Cs+]. The catalyst is C(#N)C.CN(C=O)C. The product is [C:4]([C:3](=[N:2][O:1][CH2:25][C:21]1[N:20]=[C:19]([NH:18][C:17](=[O:27])[O:16][C:12]([CH3:14])([CH3:13])[CH3:15])[CH:24]=[CH:23][CH:22]=1)[C:6]1[CH:7]=[N:8][CH:9]=[CH:10][CH:11]=1)#[N:5]. The yield is 0.810. (6) The reactants are [NH:1]1[C:9]2[C:4](=[CH:5][C:6]([O:10][C:11]3[C:20]4[C:15](=[CH:16][C:17]([O:23][CH2:24][C@H:25]5[CH2:27][O:26]5)=[C:18]([O:21][CH3:22])[CH:19]=4)[N:14]=[CH:13][N:12]=3)=[CH:7][CH:8]=2)[CH:3]=[CH:2]1.[CH:28]([NH:31][CH:32]([CH3:34])[CH3:33])([CH3:30])[CH3:29]. The catalyst is CN(C=O)C. The product is [OH:26][C@H:25]([CH2:27][N:31]([CH:32]([CH3:34])[CH3:33])[CH:28]([CH3:30])[CH3:29])[CH2:24][O:23][C:17]1[CH:16]=[C:15]2[C:20]([C:11]([O:10][C:6]3[CH:5]=[C:4]4[C:9](=[CH:8][CH:7]=3)[NH:1][CH:2]=[CH:3]4)=[N:12][CH:13]=[N:14]2)=[CH:19][C:18]=1[O:21][CH3:22]. The yield is 0.860.